From a dataset of NCI-60 drug combinations with 297,098 pairs across 59 cell lines. Regression. Given two drug SMILES strings and cell line genomic features, predict the synergy score measuring deviation from expected non-interaction effect. (1) Drug 1: CN1CCC(CC1)COC2=C(C=C3C(=C2)N=CN=C3NC4=C(C=C(C=C4)Br)F)OC. Drug 2: CC1C(C(CC(O1)OC2CC(OC(C2O)C)OC3=CC4=CC5=C(C(=O)C(C(C5)C(C(=O)C(C(C)O)O)OC)OC6CC(C(C(O6)C)O)OC7CC(C(C(O7)C)O)OC8CC(C(C(O8)C)O)(C)O)C(=C4C(=C3C)O)O)O)O. Cell line: 786-0. Synergy scores: CSS=43.0, Synergy_ZIP=16.9, Synergy_Bliss=18.8, Synergy_Loewe=19.2, Synergy_HSA=19.2. (2) Drug 1: CCC1(CC2CC(C3=C(CCN(C2)C1)C4=CC=CC=C4N3)(C5=C(C=C6C(=C5)C78CCN9C7C(C=CC9)(C(C(C8N6C=O)(C(=O)OC)O)OC(=O)C)CC)OC)C(=O)OC)O.OS(=O)(=O)O. Drug 2: C(=O)(N)NO. Cell line: U251. Synergy scores: CSS=-0.298, Synergy_ZIP=-0.000374, Synergy_Bliss=-3.27, Synergy_Loewe=1.12, Synergy_HSA=-7.80. (3) Drug 1: C1=CC(=C2C(=C1NCCNCCO)C(=O)C3=C(C=CC(=C3C2=O)O)O)NCCNCCO. Drug 2: C1=CC(=CC=C1CCCC(=O)O)N(CCCl)CCCl. Cell line: SNB-19. Synergy scores: CSS=58.0, Synergy_ZIP=2.03, Synergy_Bliss=2.15, Synergy_Loewe=-0.667, Synergy_HSA=6.54. (4) Cell line: DU-145. Synergy scores: CSS=54.7, Synergy_ZIP=0.234, Synergy_Bliss=-0.512, Synergy_Loewe=-2.68, Synergy_HSA=1.73. Drug 2: C1CN1C2=NC(=NC(=N2)N3CC3)N4CC4. Drug 1: CCN(CC)CCNC(=O)C1=C(NC(=C1C)C=C2C3=C(C=CC(=C3)F)NC2=O)C. (5) Cell line: MALME-3M. Drug 1: CC1CCC2CC(C(=CC=CC=CC(CC(C(=O)C(C(C(=CC(C(=O)CC(OC(=O)C3CCCCN3C(=O)C(=O)C1(O2)O)C(C)CC4CCC(C(C4)OC)O)C)C)O)OC)C)C)C)OC. Synergy scores: CSS=13.2, Synergy_ZIP=-2.35, Synergy_Bliss=-0.829, Synergy_Loewe=-21.5, Synergy_HSA=-1.12. Drug 2: C1=NNC2=C1C(=O)NC=N2. (6) Drug 1: CC12CCC(CC1=CCC3C2CCC4(C3CC=C4C5=CN=CC=C5)C)O. Drug 2: CC(C)(C#N)C1=CC(=CC(=C1)CN2C=NC=N2)C(C)(C)C#N. Cell line: SK-MEL-28. Synergy scores: CSS=-0.297, Synergy_ZIP=0.230, Synergy_Bliss=-1.93, Synergy_Loewe=-3.85, Synergy_HSA=-4.41. (7) Synergy scores: CSS=2.06, Synergy_ZIP=0.786, Synergy_Bliss=-2.47, Synergy_Loewe=-0.0620, Synergy_HSA=-2.94. Cell line: RPMI-8226. Drug 1: C1=NC2=C(N=C(N=C2N1C3C(C(C(O3)CO)O)O)F)N. Drug 2: CC(C)(C#N)C1=CC(=CC(=C1)CN2C=NC=N2)C(C)(C)C#N. (8) Drug 1: C1=NC2=C(N=C(N=C2N1C3C(C(C(O3)CO)O)F)Cl)N. Drug 2: CC(C)CN1C=NC2=C1C3=CC=CC=C3N=C2N. Cell line: MDA-MB-231. Synergy scores: CSS=35.1, Synergy_ZIP=-1.32, Synergy_Bliss=1.80, Synergy_Loewe=-8.59, Synergy_HSA=2.20. (9) Cell line: MALME-3M. Synergy scores: CSS=35.2, Synergy_ZIP=-1.10, Synergy_Bliss=-1.25, Synergy_Loewe=7.87, Synergy_HSA=9.02. Drug 1: CC1=C2C(C(=O)C3(C(CC4C(C3C(C(C2(C)C)(CC1OC(=O)C(C(C5=CC=CC=C5)NC(=O)OC(C)(C)C)O)O)OC(=O)C6=CC=CC=C6)(CO4)OC(=O)C)OC)C)OC. Drug 2: CC1CCC2CC(C(=CC=CC=CC(CC(C(=O)C(C(C(=CC(C(=O)CC(OC(=O)C3CCCCN3C(=O)C(=O)C1(O2)O)C(C)CC4CCC(C(C4)OC)O)C)C)O)OC)C)C)C)OC.